Dataset: Forward reaction prediction with 1.9M reactions from USPTO patents (1976-2016). Task: Predict the product of the given reaction. (1) The product is: [Cl:20][C:17]1[CH:18]=[CH:19][C:14]([CH2:13][N:1]2[C:9]3[C:4](=[CH:5][C:6]([CH:10]=[O:11])=[CH:7][CH:8]=3)[CH:3]=[N:2]2)=[C:15]([I:21])[CH:16]=1. Given the reactants [NH:1]1[C:9]2[C:4](=[CH:5][C:6]([CH:10]=[O:11])=[CH:7][CH:8]=2)[CH:3]=[N:2]1.Br[CH2:13][C:14]1[CH:19]=[CH:18][C:17]([Cl:20])=[CH:16][C:15]=1[I:21], predict the reaction product. (2) Given the reactants [Br:1][C:2]1[CH:7]=[CH:6][C:5]([NH:8][C:9]([N:11]2[CH2:16][CH2:15][NH:14][CH2:13][CH2:12]2)=[O:10])=[CH:4][CH:3]=1.[CH:17](=O)[C:18]1[CH:23]=[CH:22][N:21]=[CH:20][CH:19]=1.[BH-](OC(C)=O)(OC(C)=O)OC(C)=O.[Na+], predict the reaction product. The product is: [Br:1][C:2]1[CH:3]=[CH:4][C:5]([NH:8][C:9]([N:11]2[CH2:12][CH2:13][N:14]([CH2:17][C:18]3[CH:23]=[CH:22][N:21]=[CH:20][CH:19]=3)[CH2:15][CH2:16]2)=[O:10])=[CH:6][CH:7]=1.